Predict the reactants needed to synthesize the given product. From a dataset of Full USPTO retrosynthesis dataset with 1.9M reactions from patents (1976-2016). (1) Given the product [Br:19][C:14]1[CH:15]=[CH:16][CH:17]=[C:18]2[C:13]=1[CH:12]=[CH:11][N:10]=[C:9]2[NH:8][C:4]1[CH:3]=[C:2]([NH:1][C:21](=[NH:30])[C:22]2[CH:27]=[CH:26][CH:25]=[CH:24][CH:23]=2)[CH:7]=[CH:6][CH:5]=1, predict the reactants needed to synthesize it. The reactants are: [NH2:1][C:2]1[CH:3]=[C:4]([NH:8][C:9]2[C:18]3[C:13](=[C:14]([Br:19])[CH:15]=[CH:16][CH:17]=3)[CH:12]=[CH:11][N:10]=2)[CH:5]=[CH:6][CH:7]=1.I.[C:21](=[NH:30])(SC)[C:22]1[CH:27]=[CH:26][CH:25]=[CH:24][CH:23]=1.ClCCl.C(=O)([O-])[O-].[K+].[K+]. (2) Given the product [CH3:8][N:4]1[C:3](=[O:9])[C:2]([NH:1][C:29]([N:17]2[CH2:18][CH2:19][CH:14]([O:13][C:12]3[CH:20]=[C:21]([CH3:24])[CH:22]=[CH:23][C:11]=3[CH3:10])[CH2:15][CH2:16]2)=[O:30])=[CH:7][CH:6]=[N:5]1, predict the reactants needed to synthesize it. The reactants are: [NH2:1][C:2]1[C:3](=[O:9])[N:4]([CH3:8])[N:5]=[CH:6][CH:7]=1.[CH3:10][C:11]1[CH:23]=[CH:22][C:21]([CH3:24])=[CH:20][C:12]=1[O:13][CH:14]1[CH2:19][CH2:18][NH:17][CH2:16][CH2:15]1.Cl.FC(F)(F)C1C=CC=C[C:29]=1[O:30]C1CCNCC1. (3) Given the product [C:2]1([C:15]2([OH:18])[CH2:16][CH2:17][C:12]3([O:11][CH2:10][CH2:9][O:8]3)[CH2:13][CH2:14]2)[CH:7]=[CH:6][CH:5]=[CH:4][CH:3]=1, predict the reactants needed to synthesize it. The reactants are: Br[C:2]1[CH:7]=[CH:6][CH:5]=[CH:4][CH:3]=1.[O:8]1[C:12]2([CH2:17][CH2:16][C:15](=[O:18])[CH2:14][CH2:13]2)[O:11][CH2:10][CH2:9]1. (4) Given the product [F:30][C:27]1[CH:28]=[CH:29][C:24]([N:21]2[C:16]3[CH:17]=[C:18]4[C@:13]([CH2:31][O:32][CH3:33])([CH2:14][C:15]=3[CH:23]=[N:22]2)[CH2:12][N:11]([S:8]([C:6]2[CH:5]=[CH:4][N:3]=[C:2]([N:34]3[CH2:38][CH2:37][CH2:36][CH2:35]3)[CH:7]=2)(=[O:10])=[O:9])[CH2:20][CH2:19]4)=[CH:25][CH:26]=1, predict the reactants needed to synthesize it. The reactants are: Cl[C:2]1[CH:7]=[C:6]([S:8]([N:11]2[CH2:20][CH2:19][C:18]3[C@:13]([CH2:31][O:32][CH3:33])([CH2:14][C:15]4[CH:23]=[N:22][N:21]([C:24]5[CH:29]=[CH:28][C:27]([F:30])=[CH:26][CH:25]=5)[C:16]=4[CH:17]=3)[CH2:12]2)(=[O:10])=[O:9])[CH:5]=[CH:4][N:3]=1.[NH:34]1[CH2:38][CH2:37][CH2:36][CH2:35]1. (5) Given the product [C:32]([C:29]1[CH:28]=[CH:27][C:26]([O:25][CH2:24][CH2:23][N:19]([CH2:18][CH2:17][N:12]2[CH2:11][CH:10]3[O:16][CH:14]([CH2:15][NH:8][CH2:9]3)[CH2:13]2)[C:20]([NH2:22])=[O:21])=[CH:31][CH:30]=1)#[N:33], predict the reactants needed to synthesize it. The reactants are: C(OC([N:8]1[CH2:15][CH:14]2[O:16][CH:10]([CH2:11][N:12]([CH2:17][CH2:18][N:19]([CH2:23][CH2:24][O:25][C:26]3[CH:31]=[CH:30][C:29]([C:32]#[N:33])=[CH:28][CH:27]=3)[C:20]([NH2:22])=[O:21])[CH2:13]2)[CH2:9]1)=O)(C)(C)C.Cl. (6) Given the product [C:1]([O:5][C:6]([N:8]1[CH2:14][CH:13]2[CH:9]1[CH2:10][N:11]([C:16]1[CH:25]=[N:24][C:23]3[C:18](=[CH:19][CH:20]=[CH:21][CH:22]=3)[N:17]=1)[CH2:12]2)=[O:7])([CH3:4])([CH3:2])[CH3:3], predict the reactants needed to synthesize it. The reactants are: [C:1]([O:5][C:6]([N:8]1[CH2:14][CH:13]2[CH:9]1[CH2:10][NH:11][CH2:12]2)=[O:7])([CH3:4])([CH3:3])[CH3:2].Cl[C:16]1[CH:25]=[N:24][C:23]2[C:18](=[CH:19][CH:20]=[CH:21][CH:22]=2)[N:17]=1.C([O-])([O-])=O.[K+].[K+]. (7) Given the product [CH3:14][O:15][C:16]1[CH:17]=[C:18]2[C:19](=[C:20]3[CH2:21][C:22]([CH3:26])([CH3:25])[O:23][C:24]=13)[C:1]([C:3]1[CH:8]=[CH:7][N:6]=[CH:5][CH:4]=1)=[N:2][C:28]([CH3:30])([CH3:29])[CH2:27]2, predict the reactants needed to synthesize it. The reactants are: [C:1]([C:3]1[CH:8]=[CH:7][N:6]=[CH:5][CH:4]=1)#[N:2].S(=O)(=O)(O)O.[CH3:14][O:15][C:16]1[C:24]2[O:23][C:22]([CH3:26])([CH3:25])[CH2:21][C:20]=2[CH:19]=[C:18]([CH:27]=[C:28]([CH3:30])[CH3:29])[CH:17]=1.